From a dataset of Reaction yield outcomes from USPTO patents with 853,638 reactions. Predict the reaction yield, written as a fraction of the theoretical maximum amount of product (1.0 means a 100% yield; for example, 0.34 means a 34% yield). (1) The catalyst is [Br-].C([N+](CC)(CC)CC)C1C=CC=CC=1. The product is [Br:45][C:8]1[N:9]([C:28]2[C:37]3[C:32](=[CH:33][CH:34]=[CH:35][CH:36]=3)[C:31]([CH:38]3[CH2:40][CH2:39]3)=[CH:30][CH:29]=2)[C:10]([S:13][CH2:14][C:15]([NH:17][C:18]2[CH:26]=[CH:25][C:21]([C:22]([OH:24])=[O:23])=[CH:20][C:19]=2[Cl:27])=[O:16])=[N:11][N:12]=1. The reactants are ClC(Cl)C(O)=O.N[C:8]1[N:9]([C:28]2[C:37]3[C:32](=[CH:33][CH:34]=[CH:35][CH:36]=3)[C:31]([CH:38]3[CH2:40][CH2:39]3)=[CH:30][CH:29]=2)[C:10]([S:13][CH2:14][C:15]([NH:17][C:18]2[CH:26]=[CH:25][C:21]([C:22]([OH:24])=[O:23])=[CH:20][C:19]=2[Cl:27])=[O:16])=[N:11][N:12]=1.N([O-])=O.[Na+].[Br:45]CBr. The yield is 0.340. (2) The reactants are [N+:1]([C:4]1[C:9]([OH:10])=[CH:8][CH:7]=[CH:6][C:5]=1[OH:11])([O-])=O. The catalyst is C(O)C.[Pd]. The product is [NH2:1][C:4]1[C:9]([OH:10])=[CH:8][CH:7]=[CH:6][C:5]=1[OH:11]. The yield is 0.990. (3) The reactants are [CH3:1][S:2][C:3]1[CH:8]=[C:7]([CH2:9][CH2:10][C:11]([O:13][C:14]([CH3:17])([CH3:16])[CH3:15])=[O:12])[CH:6]=[C:5]([C:18]2[S:19][C:20]3[CH:28]=[CH:27][CH:26]=[CH:25][C:21]=3[C:22](=[O:24])[N:23]=2)[N:4]=1.ClC1C=CC=C(C(OO)=[O:37])C=1. The catalyst is C(Cl)(Cl)Cl. The product is [CH3:1][S:2]([C:3]1[CH:8]=[C:7]([CH2:9][CH2:10][C:11]([O:13][C:14]([CH3:17])([CH3:16])[CH3:15])=[O:12])[CH:6]=[C:5]([C:18]2[S:19][C:20]3[CH:28]=[CH:27][CH:26]=[CH:25][C:21]=3[C:22](=[O:24])[N:23]=2)[N:4]=1)=[O:37]. The yield is 0.860. (4) The reactants are [Cl:1][C:2]1[CH:11]=[C:10]2[C:5]([CH:6]=[CH:7][C:8]([CH3:12])=[N:9]2)=[C:4]([N:13]2[CH2:18][CH2:17][NH:16][CH2:15][CH2:14]2)[CH:3]=1.Cl[CH2:20][CH2:21][C:22]1[C:23]([F:33])=[CH:24][C:25]2[O:30][CH2:29][C:28](=[O:31])[NH:27][C:26]=2[CH:32]=1. No catalyst specified. The product is [Cl:1][C:2]1[CH:11]=[C:10]2[C:5]([CH:6]=[CH:7][C:8]([CH3:12])=[N:9]2)=[C:4]([N:13]2[CH2:14][CH2:15][N:16]([CH2:20][CH2:21][C:22]3[C:23]([F:33])=[CH:24][C:25]4[O:30][CH2:29][C:28](=[O:31])[NH:27][C:26]=4[CH:32]=3)[CH2:17][CH2:18]2)[CH:3]=1. The yield is 0.320. (5) The reactants are [Br:1]N1C(=O)CCC1=O.[S:9]1[CH:13]=[CH:12][C:11]([CH2:14][CH2:15][OH:16])=[CH:10]1.[Al].C(=O)([O-])[O-].[K+].[K+]. The catalyst is C(Cl)(Cl)(Cl)Cl.Cl(O)(=O)(=O)=O. The product is [Br:1][C:10]1[S:9][CH:13]=[CH:12][C:11]=1[CH2:14][CH2:15][OH:16]. The yield is 0.640. (6) The reactants are [Cl:1][C:2]1[C:3]([N:18]2[CH2:23][CH2:22][CH:21]([C:24]([O:26]C)=[O:25])[CH2:20][CH2:19]2)=[N:4][CH:5]=[C:6]([C:11]2[O:12][C:13]([CH2:16][CH3:17])=[CH:14][N:15]=2)[C:7]=1[S:8]([CH3:10])=[O:9].[OH-].[Li+]. The catalyst is C1COCC1. The product is [Cl:1][C:2]1[C:3]([N:18]2[CH2:23][CH2:22][CH:21]([C:24]([OH:26])=[O:25])[CH2:20][CH2:19]2)=[N:4][CH:5]=[C:6]([C:11]2[O:12][C:13]([CH2:16][CH3:17])=[CH:14][N:15]=2)[C:7]=1[S:8]([CH3:10])=[O:9]. The yield is 1.00. (7) The reactants are [C:1]([C:5]1[O:9][N:8]=[C:7]([NH:10][C:11]([NH:13][C:14]2[CH:19]=[CH:18][CH:17]=[C:16]([O:20][C:21]3[C:30]4[C:25](=[CH:26][C:27]([O:33][CH2:34][CH2:35][CH2:36]Cl)=[C:28]([O:31][CH3:32])[CH:29]=4)[N:24]=[CH:23][N:22]=3)[CH:15]=2)=[O:12])[CH:6]=1)([CH3:4])([CH3:3])[CH3:2].[N:38]1([CH2:44][CH2:45][OH:46])[CH2:43][CH2:42][NH:41][CH2:40][CH2:39]1.C(N(C(C)C)CC)(C)C. The catalyst is CN(C=O)C.[I-].C([N+](CCCC)(CCCC)CCCC)CCC. The product is [C:1]([C:5]1[O:9][N:8]=[C:7]([NH:10][C:11]([NH:13][C:14]2[CH:19]=[CH:18][CH:17]=[C:16]([O:20][C:21]3[C:30]4[C:25](=[CH:26][C:27]([O:33][CH2:34][CH2:35][CH2:36][N:41]5[CH2:42][CH2:43][N:38]([CH2:44][CH2:45][OH:46])[CH2:39][CH2:40]5)=[C:28]([O:31][CH3:32])[CH:29]=4)[N:24]=[CH:23][N:22]=3)[CH:15]=2)=[O:12])[CH:6]=1)([CH3:4])([CH3:3])[CH3:2]. The yield is 0.260. (8) The reactants are [Cl:1][C:2]1[CH:3]=[C:4]([C:8]2[N:9]=[C:10]([NH:20][C:21]3[CH:26]=[CH:25][C:24]([CH2:27][C:28]([O:30]CC)=[O:29])=[CH:23][CH:22]=3)[C:11]3[S:17](=[O:19])(=[O:18])[CH2:16][CH2:15][CH2:14][C:12]=3[N:13]=2)[CH:5]=[CH:6][CH:7]=1.[OH-].[Li+]. No catalyst specified. The product is [Cl:1][C:2]1[CH:3]=[C:4]([C:8]2[N:9]=[C:10]([NH:20][C:21]3[CH:22]=[CH:23][C:24]([CH2:27][C:28]([OH:30])=[O:29])=[CH:25][CH:26]=3)[C:11]3[S:17](=[O:18])(=[O:19])[CH2:16][CH2:15][CH2:14][C:12]=3[N:13]=2)[CH:5]=[CH:6][CH:7]=1. The yield is 0.870. (9) The reactants are [C:1]([CH:4]([CH2:32][CH2:33][C:34]([F:37])([CH3:36])[CH3:35])[CH2:5][CH:6]([O:28][C:29](=[O:31])[CH3:30])[CH:7]([NH:15][C:16]([C:18]1[CH:27]=[N:26][C:25]2[C:20](=[CH:21][CH:22]=[CH:23][CH:24]=2)[N:19]=1)=[O:17])[CH2:8][C:9]1[CH:14]=[CH:13][CH:12]=[CH:11][CH:10]=1)(=[O:3])[NH2:2].CO[CH:40](OC)[N:41]([CH3:43])[CH3:42]. The catalyst is C(Cl)Cl.O. The product is [CH3:40][N:41]([CH:43]=[N:2][C:1]([CH:4]([CH2:32][CH2:33][C:34]([F:37])([CH3:36])[CH3:35])[CH2:5][CH:6]([O:28][C:29](=[O:31])[CH3:30])[CH:7]([NH:15][C:16]([C:18]1[CH:27]=[N:26][C:25]2[C:20](=[CH:21][CH:22]=[CH:23][CH:24]=2)[N:19]=1)=[O:17])[CH2:8][C:9]1[CH:10]=[CH:11][CH:12]=[CH:13][CH:14]=1)=[O:3])[CH3:42]. The yield is 1.00.